From a dataset of NCI-60 drug combinations with 297,098 pairs across 59 cell lines. Regression. Given two drug SMILES strings and cell line genomic features, predict the synergy score measuring deviation from expected non-interaction effect. Cell line: A549. Drug 1: C1=CC(=C2C(=C1NCCNCCO)C(=O)C3=C(C=CC(=C3C2=O)O)O)NCCNCCO. Synergy scores: CSS=57.6, Synergy_ZIP=-2.04, Synergy_Bliss=1.05, Synergy_Loewe=-8.98, Synergy_HSA=3.64. Drug 2: C1=CC(=CC=C1CC(C(=O)O)N)N(CCCl)CCCl.Cl.